This data is from Forward reaction prediction with 1.9M reactions from USPTO patents (1976-2016). The task is: Predict the product of the given reaction. (1) Given the reactants [NH2:1][C:2]1[CH:3]=[N:4][CH:5]=[CH:6][CH:7]=1.C([Li])CCC.Cl[C:14]1[O:18][N:17]=[C:16]2[C:19]3[CH:27]=[C:26]([CH3:28])[CH:25]=[CH:24][C:20]=3[O:21][CH2:22][CH2:23][C:15]=12, predict the reaction product. The product is: [CH3:28][C:26]1[CH:25]=[CH:24][C:20]2[O:21][CH2:22][CH2:23][C:15]3[C:16](=[N:17][O:18][C:14]=3[NH:1][C:2]3[CH:3]=[N:4][CH:5]=[CH:6][CH:7]=3)[C:19]=2[CH:27]=1. (2) Given the reactants CN(C(ON1N=N[C:11]2[CH:12]=[CH:13][CH:14]=[N:15][C:10]1=2)=[N+](C)C)C.F[P-](F)(F)(F)(F)F.C(N(C(C)C)CC)(C)C.[C:34](O)(=[O:36])[CH3:35].[Cl:38][C:39]1[CH:40]=[C:41]([NH:53][C:54]2[C:63]3[C:58](=[CH:59][CH:60]=[CH:61][C:62]=3[O:64][CH2:65][CH2:66][NH:67][CH3:68])[N:57]=[CH:56][N:55]=2)[CH:42]=[CH:43][C:44]=1[O:45][CH2:46]C1C=CC=CN=1, predict the reaction product. The product is: [Cl:38][C:39]1[CH:40]=[C:41]([CH:42]=[CH:43][C:44]=1[O:45][CH2:46][C:10]1[CH:11]=[CH:12][CH:13]=[CH:14][N:15]=1)[NH:53][C:54]1[C:63]2[C:58](=[CH:59][CH:60]=[CH:61][C:62]=2[O:64][CH2:65][CH2:66][N:67]([CH3:68])[C:34](=[O:36])[CH3:35])[N:57]=[CH:56][N:55]=1. (3) The product is: [Cl:30][C:23]1[CH:22]=[C:21]([C:18]2[CH:19]=[CH:20][N:16]([CH2:15][C@@H:14]([NH:13][C:9]([C:7]3[N:6]=[C:5]([CH3:12])[N:4]([CH:1]([CH3:2])[CH3:3])[CH:8]=3)=[O:11])[CH3:31])[N:17]=2)[CH:28]=[C:27]([F:29])[C:24]=1[C:25]#[N:26]. Given the reactants [CH:1]([N:4]1[CH:8]=[C:7]([C:9]([OH:11])=O)[N:6]=[C:5]1[CH3:12])([CH3:3])[CH3:2].[NH2:13][C@@H:14]([CH3:31])[CH2:15][N:16]1[CH:20]=[CH:19][C:18]([C:21]2[CH:28]=[C:27]([F:29])[C:24]([C:25]#[N:26])=[C:23]([Cl:30])[CH:22]=2)=[N:17]1.C1C=CC2N(O)N=NC=2C=1.CN(C=O)C, predict the reaction product. (4) Given the reactants [Cl:1][C:2]1[N:7]2[CH:8]=[CH:9][N:10]=[C:6]2[C:5]([O:11]C)=[N:4][C:3]=1[C:13]1[CH:20]=[CH:19][C:16]([C:17]#[N:18])=[CH:15][CH:14]=1.[I-].[Na+].Cl[Si](C)(C)C, predict the reaction product. The product is: [Cl:1][C:2]1[N:7]2[CH:8]=[CH:9][N:10]=[C:6]2[C:5]([OH:11])=[N:4][C:3]=1[C:13]1[CH:14]=[CH:15][C:16]([C:17]#[N:18])=[CH:19][CH:20]=1. (5) Given the reactants [NH2:1][C@@H:2]1[CH2:7][CH2:6][N:5]([C:8]2[C:9]([Cl:31])=[C:10]([NH:16][C:17]3[N:22]=[C:21]([NH:23][CH2:24][CH3:25])[C:20]4=[N:26][CH:27]=[C:28]([C:29]#[N:30])[N:19]4[N:18]=3)[CH:11]=[C:12]([C:14]#[N:15])[CH:13]=2)[CH2:4][C@H:3]1[OH:32].CCN(C(C)C)C(C)C.[C:42](Cl)(=[O:63])[O:43][CH2:44][CH2:45][O:46][CH2:47][CH2:48][O:49][CH2:50][CH2:51][O:52][CH2:53][CH2:54][O:55][CH2:56][CH2:57][O:58][CH2:59][CH2:60][O:61][CH3:62], predict the reaction product. The product is: [CH3:62][O:61][CH2:60][CH2:59][O:58][CH2:57][CH2:56][O:55][CH2:54][CH2:53][O:52][CH2:51][CH2:50][O:49][CH2:48][CH2:47][O:46][CH2:45][CH2:44][O:43][C:42](=[O:63])[NH:1][C@@H:2]1[CH2:7][CH2:6][N:5]([C:8]2[CH:13]=[C:12]([C:14]#[N:15])[CH:11]=[C:10]([NH:16][C:17]3[N:22]=[C:21]([NH:23][CH2:24][CH3:25])[C:20]4=[N:26][CH:27]=[C:28]([C:29]#[N:30])[N:19]4[N:18]=3)[C:9]=2[Cl:31])[CH2:4][C@H:3]1[OH:32]. (6) Given the reactants [CH:1]1([CH:7]([C:10]2[CH:15]=[CH:14][CH:13]=[CH:12][CH:11]=2)[CH2:8]O)[CH2:6][CH2:5][CH2:4][CH2:3][CH2:2]1.C(N(CC)CC)C.CS(Cl)(=O)=O.[N-:28]=[N+:29]=[N-:30].[Na+], predict the reaction product. The product is: [N:28]([CH2:8][CH:7]([C:10]1[CH:15]=[CH:14][CH:13]=[CH:12][CH:11]=1)[CH:1]1[CH2:6][CH2:5][CH2:4][CH2:3][CH2:2]1)=[N+:29]=[N-:30]. (7) Given the reactants Cl.[N+:2]([O-:11])([O:4][CH:5]1[CH2:10][CH2:9][NH:8][CH2:7][CH2:6]1)=[O:3].CCN(CC)CC.Cl[C:20]([O:22][C:23]1[CH:28]=[CH:27][C:26]([N+:29]([O-:31])=[O:30])=[CH:25][CH:24]=1)=[O:21], predict the reaction product. The product is: [N+:29]([C:26]1[CH:25]=[CH:24][C:23]([O:22][C:20]([N:8]2[CH2:9][CH2:10][CH:5]([O:4][N+:2]([O-:11])=[O:3])[CH2:6][CH2:7]2)=[O:21])=[CH:28][CH:27]=1)([O-:31])=[O:30]. (8) Given the reactants [CH3:1][C:2]1[CH:29]=[CH:28][C:27]([CH3:30])=[CH:26][C:3]=1[CH2:4][C:5]1[CH:13]=[C:12]([C:14](O)=[O:15])[C:11]([CH2:17][C:18]2[CH:23]=[C:22]([CH3:24])[CH:21]=[CH:20][C:19]=2[CH3:25])=[CH:10][C:6]=1[C:7](O)=[O:8], predict the reaction product. The product is: [CH3:1][C:2]1[C:3]2[CH2:4][C:5]3[C:6](=[CH:10][C:11]4[CH2:17][C:18]5[C:23]([C:14](=[O:15])[C:12]=4[CH:13]=3)=[C:22]([CH3:24])[CH:21]=[CH:20][C:19]=5[CH3:25])[C:7](=[O:8])[C:26]=2[C:27]([CH3:30])=[CH:28][CH:29]=1. (9) Given the reactants C([O:5][C:6](=[O:17])[CH2:7][N:8]1[C:12]2[CH:13]=[CH:14][CH:15]=[CH:16][C:11]=2[N:10]=[CH:9]1)(C)(C)C.[F:18][C:19]([F:24])([F:23])[C:20]([O-:22])=[O:21].C(CN1C2C=CC=CC=2[NH+]=C1)(O)=O.FC(F)(F)C(O)=O, predict the reaction product. The product is: [F:18][C:19]([F:24])([F:23])[C:20]([O-:22])=[O:21].[C:6]([CH2:7][N:8]1[C:12]2[CH:13]=[CH:14][CH:15]=[CH:16][C:11]=2[NH+:10]=[CH:9]1)([OH:17])=[O:5]. (10) The product is: [CH3:13][O:12][C:9]1[CH:10]=[C:11]2[C:6](=[CH:7][C:8]=1[O:14][CH2:15][CH:16]1[CH2:21][CH2:20][N:19]([CH2:22][CH2:23][S:24]([CH3:27])(=[O:26])=[O:25])[CH2:18][CH2:17]1)[N:5]=[CH:4][N:3]=[C:2]2[O:28][C:29]1[CH:38]=[C:37]2[C:32]([CH:33]=[CH:34][CH:35]=[N:36]2)=[CH:31][CH:30]=1. Given the reactants Cl[C:2]1[C:11]2[C:6](=[CH:7][C:8]([O:14][CH2:15][CH:16]3[CH2:21][CH2:20][N:19]([CH2:22][CH2:23][S:24]([CH3:27])(=[O:26])=[O:25])[CH2:18][CH2:17]3)=[C:9]([O:12][CH3:13])[CH:10]=2)[N:5]=[CH:4][N:3]=1.[OH:28][C:29]1[CH:38]=[C:37]2[C:32]([CH:33]=[CH:34][CH:35]=[N:36]2)=[CH:31][CH:30]=1.C(=O)([O-])[O-].[K+].[K+], predict the reaction product.